From a dataset of Catalyst prediction with 721,799 reactions and 888 catalyst types from USPTO. Predict which catalyst facilitates the given reaction. (1) Reactant: [NH2:1][C:2]1[CH:7]=[CH:6][CH:5]=[CH:4][CH:3]=1.[CH2:8]([O:10][C:11]1[C:12](=O)[C:13](=[O:18])[C:14]=1[O:15]CC)[CH3:9]. Product: [NH:1]([C:12]1[C:13](=[O:18])[C:14](=[O:15])[C:11]=1[O:10][CH2:8][CH3:9])[C:2]1[CH:7]=[CH:6][CH:5]=[CH:4][CH:3]=1. The catalyst class is: 8. (2) Reactant: [F:1][C:2]1[CH:7]=[C:6]([F:8])[CH:5]=[CH:4][C:3]=1[C:9]1[CH:18]=[CH:17][C:16]2[C:11](=[CH:12][CH:13]=[C:14]([O:19]C)[CH:15]=2)[C:10]=1[C:21]([C:23]1[CH:28]=[CH:27][C:26]([O:29][CH2:30][CH2:31][N:32]2[CH2:37][CH2:36][CH2:35][CH2:34][CH2:33]2)=[CH:25][CH:24]=1)=[O:22].Cl.CCOCC.B(Br)(Br)Br.C(=O)(O)[O-].[Na+]. Product: [F:1][C:2]1[CH:7]=[C:6]([F:8])[CH:5]=[CH:4][C:3]=1[C:9]1[CH:18]=[CH:17][C:16]2[C:11](=[CH:12][CH:13]=[C:14]([OH:19])[CH:15]=2)[C:10]=1[C:21]([C:23]1[CH:28]=[CH:27][C:26]([O:29][CH2:30][CH2:31][N:32]2[CH2:37][CH2:36][CH2:35][CH2:34][CH2:33]2)=[CH:25][CH:24]=1)=[O:22]. The catalyst class is: 2. (3) Reactant: [OH:1][C:2]1([CH2:13][NH:14][C:15]2[CH:20]=[CH:19][CH:18]=[CH:17][CH:16]=2)[CH2:7][CH2:6][CH:5]([C:8]([O:10][CH2:11][CH3:12])=[O:9])[CH2:4][CH2:3]1.CCN(C(C)C)C(C)C.Cl[C:31]([O:33][C:34]1[CH:39]=[CH:38][CH:37]=[CH:36][CH:35]=1)=[O:32].[NH4+].[Cl-]. Product: [OH:1][C:2]1([CH2:13][N:14]([C:15]2[CH:16]=[CH:17][CH:18]=[CH:19][CH:20]=2)[C:31]([O:33][C:34]2[CH:39]=[CH:38][CH:37]=[CH:36][CH:35]=2)=[O:32])[CH2:7][CH2:6][CH:5]([C:8]([O:10][CH2:11][CH3:12])=[O:9])[CH2:4][CH2:3]1. The catalyst class is: 2.